Dataset: TCR-epitope binding with 47,182 pairs between 192 epitopes and 23,139 TCRs. Task: Binary Classification. Given a T-cell receptor sequence (or CDR3 region) and an epitope sequence, predict whether binding occurs between them. (1) The epitope is GVAMPNLYK. The TCR CDR3 sequence is CASSPSTAGPSYNEQFF. Result: 0 (the TCR does not bind to the epitope). (2) The epitope is FADDLNQLTGY. Result: 0 (the TCR does not bind to the epitope). The TCR CDR3 sequence is CASSFGGTEQYF. (3) The epitope is HSKKKCDEL. Result: 0 (the TCR does not bind to the epitope). The TCR CDR3 sequence is CASSQDNVMVYEQFF. (4) The epitope is VLWAHGFEL. The TCR CDR3 sequence is CASSPDWGGNEQYF. Result: 1 (the TCR binds to the epitope). (5) The epitope is ELAGIGILTV. The TCR CDR3 sequence is CSVDEGGWLETQYF. Result: 1 (the TCR binds to the epitope). (6) The epitope is YVLDHLIVV. The TCR CDR3 sequence is CASSLWREGGHEQYF. Result: 0 (the TCR does not bind to the epitope).